From a dataset of Human liver microsome stability data. Regression/Classification. Given a drug SMILES string, predict its absorption, distribution, metabolism, or excretion properties. Task type varies by dataset: regression for continuous measurements (e.g., permeability, clearance, half-life) or binary classification for categorical outcomes (e.g., BBB penetration, CYP inhibition). Dataset: hlm. (1) The compound is CNC(=O)c1c(-c2ccc(F)cc2)oc2nc(NCC(F)(F)F)c(-c3cccc(C(=O)NC4(c5ccccn5)CC4)c3)cc12. The result is 0 (unstable in human liver microsomes). (2) The drug is CCOc1cccc2c1S(=O)(=O)N=C2C1=C(O)[C@H](C(C)(C)C)N(Cc2cccc(Cl)c2)C1=O. The result is 0 (unstable in human liver microsomes). (3) The molecule is Cc1ccc(NC(=O)c2ccoc2)cc1-c1nc2ncccc2o1. The result is 1 (stable in human liver microsomes). (4) The compound is CCc1nc2cc(Cl)ccn2c1C(=O)NCc1ccc2ccccc2c1. The result is 1 (stable in human liver microsomes). (5) The molecule is CC[C@H]1OC(=O)[C@H](C)[C@@H](O[C@H]2C[C@@](C)(OC)[C@@H](O)[C@H](C)O2)[C@H](C)[C@@H](O[C@@H]2O[C@H](C)C[C@H](N(C)C)[C@H]2O)[C@](C)(O)C[C@@H](C)CN(CCN(CCC#N)C(=O)Nc2ccc3ccccc3c2)[C@H](C)[C@@H](O)[C@]1(C)O. The result is 0 (unstable in human liver microsomes). (6) The drug is CC(C)(C)c1cc(NC(=O)[C@@H]2CCCCN2C(=O)c2ccc(Cl)cc2)no1. The result is 0 (unstable in human liver microsomes). (7) The drug is COc1cnc(O[C@@H]2C[C@@H](C(=O)N[C@]3(C(=O)NS(=O)(=O)C4CC4)C[C@H]3C)N(C(=O)[C@@H](NC(=O)OC(C)(C)C)C(C)(C)C)C2)c2cc(Cl)ccc12. The result is 0 (unstable in human liver microsomes).